Task: Regression/Classification. Given a drug SMILES string, predict its absorption, distribution, metabolism, or excretion properties. Task type varies by dataset: regression for continuous measurements (e.g., permeability, clearance, half-life) or binary classification for categorical outcomes (e.g., BBB penetration, CYP inhibition). For this dataset (solubility_aqsoldb), we predict Y.. Dataset: Aqueous solubility values for 9,982 compounds from the AqSolDB database (1) The molecule is CN(C)C(=O)Nc1cccc(OC(=O)NC(C)(C)C)c1. The Y is -2.93 log mol/L. (2) The compound is NC(=O)Nc1cc(Nc2nc(Cl)nc(Nc3cc(N)c(S(=O)(=O)[O-])cc3N=Nc3ccc(S(=O)(=O)CCOS(=O)(=O)[O-])cc3)n2)ccc1N=Nc1cc2c(S(=O)(=O)[O-])cc(S(=O)(=O)[O-])cc2cc1S(=O)(=O)[O-].[Na+].[Na+].[Na+].[Na+].[Na+]. The Y is -0.511 log mol/L.